Task: Predict the product of the given reaction.. Dataset: Forward reaction prediction with 1.9M reactions from USPTO patents (1976-2016) (1) The product is: [C:44]([O:57][CH2:3][CH:2]([CH2:1][OH:20])[OH:36])(=[O:56])[CH2:45][CH2:46][CH2:47][CH2:48][CH2:49][CH2:50][CH2:51][CH2:52][C:53]([O:55][CH2:27][CH:26]([CH2:25][OH:24])[OH:29])=[O:54].[CH2:34]([C:35]([OH:37])=[O:36])/[C:33](/[C:38]([OH:40])=[O:39])=[CH:32]\[C:41]([OH:43])=[O:42].[C:1]([O-:20])(=[O:19])[CH2:2][CH2:3][CH2:4][CH2:5][CH2:6][CH2:7][CH2:8][CH2:9][CH2:10][CH2:11][CH2:12][CH2:13][CH2:14][CH2:15][CH:16]([CH3:17])[CH3:18]. Given the reactants [C:1]([OH:20])(=[O:19])[CH2:2][CH2:3][CH2:4][CH2:5][CH2:6][CH2:7][CH2:8][CH2:9][CH2:10][CH2:11][CH2:12][CH2:13][CH2:14][CH2:15][CH:16]([CH3:18])[CH3:17].[CH2:25]([OH:24])[CH:26]([OH:29])[CH2:27][O:24][CH2:25][CH:26]([OH:29])[CH2:27]O.[CH2:32]([C:41]([OH:43])=[O:42])/[C:33](/[C:38]([OH:40])=[O:39])=[CH:34]\[C:35]([OH:37])=[O:36].[C:44]([OH:57])(=[O:56])[CH2:45][CH2:46][CH2:47][CH2:48][CH2:49][CH2:50][CH2:51][CH2:52][C:53]([OH:55])=[O:54], predict the reaction product. (2) Given the reactants [N+:1]([C:4]1[CH:9]=[CH:8][C:7]([N:10]2[CH2:14][CH:13]([NH2:15])[CH2:12][CH2:11]2)=[CH:6][CH:5]=1)([O-:3])=[O:2].Cl.[C:17](N1C=CC=N1)(=[NH:19])[NH2:18], predict the reaction product. The product is: [N+:1]([C:4]1[CH:9]=[CH:8][C:7]([N:10]2[CH2:11][CH2:12][CH:13]([NH:15][C:17]([NH2:19])=[NH:18])[CH2:14]2)=[CH:6][CH:5]=1)([O-:3])=[O:2]. (3) The product is: [Cl:3][C:4]1[N:5]=[CH:6][C:7]2[CH2:8][N:9]([CH3:21])[CH2:10][C@@H:11]([C:15]3[CH:20]=[CH:19][CH:18]=[CH:17][CH:16]=3)[O:12][C:13]=2[N:14]=1. Given the reactants C=O.[Cl:3][C:4]1[N:5]=[CH:6][C:7]2[CH2:8][NH:9][CH2:10][C@@H:11]([C:15]3[CH:20]=[CH:19][CH:18]=[CH:17][CH:16]=3)[O:12][C:13]=2[N:14]=1.[C:21](O)(=O)C.C([BH3-])#N, predict the reaction product. (4) Given the reactants [NH2:1][C@H:2]1[CH2:6][CH2:5][N:4]([C:7]([O:9][C:10]([CH3:13])([CH3:12])[CH3:11])=[O:8])[CH2:3]1.[CH:14](=O)[CH:15]([CH3:17])[CH3:16].[H][H], predict the reaction product. The product is: [CH2:14]([NH:1][C@H:2]1[CH2:6][CH2:5][N:4]([C:7]([O:9][C:10]([CH3:13])([CH3:12])[CH3:11])=[O:8])[CH2:3]1)[CH:15]([CH3:17])[CH3:16]. (5) The product is: [O:1]1[C:6]2[CH:7]=[CH:8][C:9]([CH2:11][N:23]([CH2:22][C:21]3[N:17]([CH2:13][CH2:14][CH2:15][CH3:16])[CH:18]([I:40])[NH:19][C:20]=3[C:34]3[CH:39]=[CH:38][CH:37]=[CH:36][CH:35]=3)[CH2:24][C:25]3[CH:30]=[CH:29][CH:28]=[C:27]([O:31][CH2:32][CH3:33])[CH:26]=3)=[CH:10][C:5]=2[O:4][CH2:3]1. Given the reactants [O:1]1[C:6]2[CH:7]=[CH:8][C:9]([CH:11]=O)=[CH:10][C:5]=2[O:4][CH2:3]C1.[CH2:13]([N:17]1[C:21]([CH2:22][NH:23][CH2:24][C:25]2[CH:30]=[CH:29][CH:28]=[C:27]([O:31][CH2:32][CH3:33])[CH:26]=2)=[C:20]([C:34]2[CH:39]=[CH:38][CH:37]=[CH:36][CH:35]=2)[NH:19][CH:18]1[I:40])[CH2:14][CH2:15][CH3:16].[BH-](OC(C)=O)(OC(C)=O)OC(C)=O.[Na+], predict the reaction product. (6) The product is: [Br:15][C:16]1[CH:17]=[C:18]([O:25][CH3:26])[CH:19]=[C:20]2[C:24]=1[N:23]([C:7]1[C:6](=[O:13])[N:5]([CH:1]([CH3:2])[CH2:3][CH3:4])[CH:10]=[C:9]([Cl:11])[N:8]=1)[CH2:22][CH2:21]2. Given the reactants [CH:1]([N:5]1[CH:10]=[C:9]([Cl:11])[N:8]=[C:7](Cl)[C:6]1=[O:13])([CH2:3][CH3:4])[CH3:2].Cl.[Br:15][C:16]1[CH:17]=[C:18]([O:25][CH3:26])[CH:19]=[C:20]2[C:24]=1[NH:23][CH2:22][CH2:21]2, predict the reaction product. (7) The product is: [CH3:21][N:22]([CH3:26])[C:23]([O:12][C:8]1[CH:9]=[C:10]([CH3:11])[C:5]2[CH:4]([CH2:13][C:14]([O:16][CH2:17][CH3:18])=[O:15])[O:3][B:2]([OH:1])[C:6]=2[CH:7]=1)=[O:24]. Given the reactants [OH:1][B:2]1[C:6]2[CH:7]=[C:8]([OH:12])[CH:9]=[C:10]([CH3:11])[C:5]=2[CH:4]([CH2:13][C:14]([O:16][CH2:17][CH3:18])=[O:15])[O:3]1.[H-].[Na+].[CH3:21][N:22]([CH3:26])[C:23](Cl)=[O:24], predict the reaction product. (8) Given the reactants [F:1][C:2]([F:30])([F:29])[C:3]1[CH:4]=[C:5]([C:9]2[CH:10]=[C:11]([CH:25]=[CH:26][C:27]=2[OH:28])[CH2:12][N:13]([CH3:24])[S:14]([C:17]2[CH:22]=[CH:21][C:20]([F:23])=[CH:19][CH:18]=2)(=[O:16])=[O:15])[CH:6]=[CH:7][CH:8]=1.C([O:35][C:36](=[O:41])[C:37](Br)([CH3:39])[CH3:38])(C)(C)C.C(=O)([O-])[O-].[K+].[K+], predict the reaction product. The product is: [F:30][C:2]([F:1])([F:29])[C:3]1[CH:4]=[C:5]([C:9]2[CH:10]=[C:11]([CH2:12][N:13]([CH3:24])[S:14]([C:17]3[CH:22]=[CH:21][C:20]([F:23])=[CH:19][CH:18]=3)(=[O:16])=[O:15])[CH:25]=[CH:26][C:27]=2[O:28][C:37]([CH3:39])([CH3:38])[C:36]([OH:41])=[O:35])[CH:6]=[CH:7][CH:8]=1. (9) Given the reactants [CH3:1][NH:2][C:3]1[C:12]([C:13]([O:15]CC)=[O:14])=[CH:11][C:10]2[C:5](=[N:6][CH:7]=[CH:8][CH:9]=2)[N:4]=1.[OH-].[Na+], predict the reaction product. The product is: [CH3:1][NH:2][C:3]1[C:12]([C:13]([OH:15])=[O:14])=[CH:11][C:10]2[C:5](=[N:6][CH:7]=[CH:8][CH:9]=2)[N:4]=1.